Dataset: Forward reaction prediction with 1.9M reactions from USPTO patents (1976-2016). Task: Predict the product of the given reaction. (1) Given the reactants C(NC(C)C)(C)C.[Li]CCCC.[C:13]([O:18][CH2:19][CH3:20])(=[O:17])[CH:14]([CH3:16])[CH3:15].[Br:21][CH2:22][CH2:23][CH2:24]Br.[NH4+].[Cl-], predict the reaction product. The product is: [Br:21][CH2:22][CH2:23][CH2:24][C:14]([CH3:16])([CH3:15])[C:13]([O:18][CH2:19][CH3:20])=[O:17]. (2) Given the reactants [NH2:1][C:2]1[N:7]=[CH:6][C:5]([C:8]2[CH:9]=[CH:10][C:11]3[O:17][CH2:16][CH2:15][N:14](C(OC(C)(C)C)=O)[CH2:13][C:12]=3[CH:25]=2)=[CH:4][CH:3]=1.Cl.[OH-].[Na+], predict the reaction product. The product is: [O:17]1[C:11]2[CH:10]=[CH:9][C:8]([C:5]3[CH:4]=[CH:3][C:2]([NH2:1])=[N:7][CH:6]=3)=[CH:25][C:12]=2[CH2:13][NH:14][CH2:15][CH2:16]1. (3) Given the reactants [C:1]([O:5][C:6]([NH:8][CH2:9][C:10]#[C:11][C:12]1[CH:13]=[C:14]2[C:19]3=[C:20]([CH2:22][CH2:23][CH2:24][N:18]3[CH:17]=[C:16]([C:25]([O:27][CH2:28][CH3:29])=[O:26])[C:15]2=[O:30])[CH:21]=1)=[O:7])([CH3:4])([CH3:3])[CH3:2], predict the reaction product. The product is: [C:1]([O:5][C:6]([NH:8][CH2:9][CH2:10][CH2:11][C:12]1[CH:13]=[C:14]2[C:19]3=[C:20]([CH2:22][CH2:23][CH2:24][N:18]3[CH:17]=[C:16]([C:25]([O:27][CH2:28][CH3:29])=[O:26])[C:15]2=[O:30])[CH:21]=1)=[O:7])([CH3:4])([CH3:3])[CH3:2]. (4) Given the reactants [OH:1]/[N:2]=[C:3](\Cl)/[C:4]1[CH:9]=[CH:8][C:7]([Cl:10])=[CH:6][CH:5]=1.CN([CH:15]=[CH:16][C:17]([O:19][CH2:20][CH3:21])=[O:18])C.C(N(CC)CC)C, predict the reaction product. The product is: [CH2:20]([O:19][C:17]([C:16]1[C:3]([C:4]2[CH:9]=[CH:8][C:7]([Cl:10])=[CH:6][CH:5]=2)=[N:2][O:1][CH:15]=1)=[O:18])[CH3:21]. (5) The product is: [CH2:27]([N:29]([CH2:30][CH3:31])[CH2:6][CH2:7][CH2:8][N:9]1[CH2:13][CH2:12][N:11]([CH2:14][CH2:15][N:16]2[CH2:21][CH2:20][CH2:19][CH2:18][CH2:17]2)[C:10]1=[C:22]([C:25]#[N:26])[C:23]#[N:24])[CH3:28]. Given the reactants CS(O[CH2:6][CH2:7][CH2:8][N:9]1[CH2:13][CH2:12][N:11]([CH2:14][CH2:15][N:16]2[CH2:21][CH2:20][CH2:19][CH2:18][CH2:17]2)[C:10]1=[C:22]([C:25]#[N:26])[C:23]#[N:24])(=O)=O.[CH2:27]([NH:29][CH2:30][CH3:31])[CH3:28].[I-].[Na+].O, predict the reaction product. (6) Given the reactants N#N.[CH3:3][C:4]1([C:9]2[S:10][C:11]([CH2:14][OH:15])=[CH:12][N:13]=2)[O:8][CH2:7][CH2:6][O:5]1.CCN(CC)CC.[S:23](Cl)([CH3:26])(=[O:25])=[O:24], predict the reaction product. The product is: [CH3:26][S:23]([O:15][CH2:14][C:11]1[S:10][C:9]([C:4]2([CH3:3])[O:8][CH2:7][CH2:6][O:5]2)=[N:13][CH:12]=1)(=[O:25])=[O:24]. (7) Given the reactants [CH:1]1([N:4]2[CH2:9][CH2:8][NH:7][CH2:6][CH2:5]2)[CH2:3][CH2:2]1.[Cl:10][C:11]1[N:12]=[N:13][C:14]([C:17]2[CH:22]=[CH:21][C:20]([C:23]([F:26])([F:25])[F:24])=[CH:19][CH:18]=2)=[CH:15][CH:16]=1, predict the reaction product. The product is: [ClH:10].[CH:1]1([N:4]2[CH2:9][CH2:8][N:7]([C:11]3[N:12]=[N:13][C:14]([C:17]4[CH:18]=[CH:19][C:20]([C:23]([F:24])([F:26])[F:25])=[CH:21][CH:22]=4)=[CH:15][CH:16]=3)[CH2:6][CH2:5]2)[CH2:3][CH2:2]1.